Dataset: Forward reaction prediction with 1.9M reactions from USPTO patents (1976-2016). Task: Predict the product of the given reaction. (1) Given the reactants [CH2:1]([C:3]1[CH:20]=[CH:19][C:6]([CH2:7][C:8]2[CH:17]=[CH:16][C:11]([C:12](OC)=[O:13])=[CH:10][C:9]=2[OH:18])=[CH:5][CH:4]=1)[CH3:2].[NH3:21].[Cl-].[NH4+], predict the reaction product. The product is: [CH2:1]([C:3]1[CH:20]=[CH:19][C:6]([CH2:7][C:8]2[CH:17]=[CH:16][C:11]([C:12]([NH2:21])=[O:13])=[CH:10][C:9]=2[OH:18])=[CH:5][CH:4]=1)[CH3:2]. (2) Given the reactants [N+:1]([C:4]1[CH:15]=[C:14]2[C:7]([NH:8][CH:9]=[C:10]2[CH2:11][CH2:12][NH2:13])=[CH:6][CH:5]=1)([O-:3])=[O:2].[CH:16](=O)[C:17]1[C:18](=[CH:20][CH:21]=[CH:22][CH:23]=1)[OH:19].[OH-].[K+].[BH4-].[Na+], predict the reaction product. The product is: [N+:1]([C:4]1[CH:15]=[C:14]2[C:7](=[CH:6][CH:5]=1)[NH:8][CH:9]=[C:10]2[CH2:11][CH2:12][NH:13][CH2:16][C:17]1[CH:23]=[CH:22][CH:21]=[CH:20][C:18]=1[OH:19])([O-:3])=[O:2]. (3) Given the reactants [NH2:1][CH2:2][C:3]1[CH:4]=[C:5]([CH:7]=[CH:8][CH:9]=1)[NH2:6].[F:10][C:11]([F:18])([F:17])[C:12](OCC)=[O:13], predict the reaction product. The product is: [NH2:6][C:5]1[CH:4]=[C:3]([CH:9]=[CH:8][CH:7]=1)[CH2:2][NH:1][C:12](=[O:13])[C:11]([F:18])([F:17])[F:10]. (4) The product is: [CH2:36]([C:13]12[CH2:12][CH2:11][C:26](=[O:28])[CH:25]1[N:24]([CH2:17][C:18]1[CH:19]=[CH:20][CH:21]=[CH:22][CH:23]=1)[NH:10][C:14]2=[O:15])[C:30]1[CH:35]=[CH:34][CH:33]=[CH:32][CH:31]=1. Given the reactants C=O.C([N:10]1[C:14](=[O:15])[CH:13]=[CH:12][C:11]1=O)C1C=CC=CC=1.[CH2:17]([NH:24][CH2:25][C:26]([OH:28])=O)[C:18]1[CH:23]=[CH:22][CH:21]=[CH:20][CH:19]=1.O.[C:30]1([CH3:36])[CH:35]=[CH:34][CH:33]=[CH:32][CH:31]=1, predict the reaction product. (5) Given the reactants [C:1]([O:5][C:6]([N:8]1[C@H:13]([CH2:14][N:15]=[N+]=[N-])[CH2:12][C@@H:11]2[C@H:9]1[CH2:10]2)=[O:7])([CH3:4])([CH3:3])[CH3:2], predict the reaction product. The product is: [C:1]([O:5][C:6]([N:8]1[C@H:13]([CH2:14][NH2:15])[CH2:12][C@@H:11]2[C@H:9]1[CH2:10]2)=[O:7])([CH3:4])([CH3:3])[CH3:2]. (6) Given the reactants [C-:1]#[N:2].[K+].Cl[CH2:5][C:6]1[CH:7]=[N:8][N:9]([C:11]2[CH:16]=[CH:15][CH:14]=[CH:13][N:12]=2)[CH:10]=1, predict the reaction product. The product is: [N:12]1[CH:13]=[CH:14][CH:15]=[CH:16][C:11]=1[N:9]1[CH:10]=[C:6]([CH2:5][C:1]#[N:2])[CH:7]=[N:8]1. (7) Given the reactants [OH:1][C:2]1[C:11]([OH:12])=[N:10][C:9]2[C:4](=[CH:5][CH:6]=[CH:7][C:8]=2[N+:13]([O-])=O)[N:3]=1, predict the reaction product. The product is: [OH:1][C:2]1[C:11]([OH:12])=[N:10][C:9]2[C:4](=[CH:5][CH:6]=[CH:7][C:8]=2[NH2:13])[N:3]=1.